From a dataset of Catalyst prediction with 721,799 reactions and 888 catalyst types from USPTO. Predict which catalyst facilitates the given reaction. (1) Reactant: O[C:2](=[C:7]1[C:12](=[O:13])[O:11][C:10]([CH3:15])([CH3:14])[O:9][C:8]1=[O:16])[CH2:3][C:4](=O)[CH3:5].C(O)(=O)C(O)=O.[CH2:23]([NH:25][NH2:26])[CH3:24].CCN(CC)CC. Product: [CH2:23]([N:25]1[C:2]([CH:7]2[C:12](=[O:13])[O:11][C:10]([CH3:15])([CH3:14])[O:9][C:8]2=[O:16])=[CH:3][C:4]([CH3:5])=[N:26]1)[CH3:24]. The catalyst class is: 5. (2) Reactant: [C:1]([O:5][C:6](=[O:17])[NH:7][C@H:8]([C:10]1[CH:15]=[CH:14][CH:13]=[C:12](Br)[CH:11]=1)[CH3:9])([CH3:4])([CH3:3])[CH3:2].Cl.[CH3:19][CH:20]1[O:25][CH2:24][CH2:23][NH:22][CH2:21]1.C(P(C(C)(C)C)C1C=CC=CC=1C1C=CC=CC=1)(C)(C)C.C(N(CC)CC)C.CC(C)([O-])C.[Na+]. Product: [C:1]([O:5][C:6](=[O:17])[NH:7][C@H:8]([C:10]1[CH:15]=[CH:14][CH:13]=[C:12]([N:22]2[CH2:23][CH2:24][O:25][CH:20]([CH3:19])[CH2:21]2)[CH:11]=1)[CH3:9])([CH3:4])([CH3:3])[CH3:2]. The catalyst class is: 164. (3) Reactant: [Cl:1][C:2]1[N:10]=[C:9]2[C:5]([N:6]=[C:7]([CH:17]=O)[N:8]2[CH:11]2[CH2:16][CH2:15][CH2:14][CH2:13][O:12]2)=[C:4]([N:19]2[CH2:24][CH2:23][O:22][CH2:21][CH2:20]2)[N:3]=1.[CH2:25]1[C@H:30]2[CH2:31][NH:32][CH2:33][CH2:34][N:29]2[CH2:28][CH2:27][O:26]1.C(O[BH-](OC(=O)C)OC(=O)C)(=O)C.[Na+]. Product: [Cl:1][C:2]1[N:10]=[C:9]2[C:5]([N:6]=[C:7]([CH2:17][N:32]3[CH2:33][CH2:34][N:29]4[C@@H:30]([CH2:25][O:26][CH2:27][CH2:28]4)[CH2:31]3)[N:8]2[CH:11]2[CH2:16][CH2:15][CH2:14][CH2:13][O:12]2)=[C:4]([N:19]2[CH2:24][CH2:23][O:22][CH2:21][CH2:20]2)[N:3]=1. The catalyst class is: 325. (4) Reactant: [NH2:1][C:2]1[CH:3]=[C:4]([CH2:8][CH2:9][C:10]([OH:12])=[O:11])[CH:5]=[CH:6][CH:7]=1.[CH:13](OCC)(OCC)OCC.[N-:23]=[N+:24]=[N-:25].[Na+].O. Product: [N:1]1([C:2]2[CH:3]=[C:4]([CH2:8][CH2:9][C:10]([OH:12])=[O:11])[CH:5]=[CH:6][CH:7]=2)[CH:13]=[N:25][N:24]=[N:23]1. The catalyst class is: 15. (5) Reactant: C([O:8][C:9](=[O:28])[C@@H:10]([NH:14][C:15](=[O:27])[C@@H:16]([N:18]([C:20]([O:22][C:23]([CH3:26])([CH3:25])[CH3:24])=[O:21])[CH3:19])[CH3:17])[CH:11]([CH3:13])[CH3:12])C1C=CC=CC=1.[OH-].[Li+]. Product: [C:23]([O:22][C:20]([N:18]([CH3:19])[C@@H:16]([CH3:17])[C:15]([NH:14][C@@H:10]([CH:11]([CH3:12])[CH3:13])[C:9]([OH:28])=[O:8])=[O:27])=[O:21])([CH3:26])([CH3:25])[CH3:24]. The catalyst class is: 87.